This data is from Reaction yield outcomes from USPTO patents with 853,638 reactions. The task is: Predict the reaction yield, written as a fraction of the theoretical maximum amount of product (1.0 means a 100% yield; for example, 0.34 means a 34% yield). (1) The reactants are [C:1]([O:5][C:6]([CH3:9])([CH3:8])[CH3:7])(=[O:4])[C:2]#[CH:3].C([N-]C(C)C)(C)C.[Li+].C([O-])(=O)C#C.[Li+].[C:24]([O:28][C:29]([N:31]([C:44]([O:46][C:47]([CH3:50])([CH3:49])[CH3:48])=[O:45])[C@@H:32]([CH2:40][CH2:41][CH:42]=[O:43])[C:33]([O:35][C:36]([CH3:39])([CH3:38])[CH3:37])=[O:34])=[O:30])([CH3:27])([CH3:26])[CH3:25]. The catalyst is C1COCC1. The product is [C:47]([O:46][C:44]([N:31]([C:29]([O:28][C:24]([CH3:27])([CH3:26])[CH3:25])=[O:30])[C@H:32]([C:33]([O:35][C:36]([CH3:38])([CH3:37])[CH3:39])=[O:34])[CH2:40][CH2:41][CH:42]([OH:43])[C:3]#[C:2][C:1]([O:5][C:6]([CH3:9])([CH3:8])[CH3:7])=[O:4])=[O:45])([CH3:50])([CH3:48])[CH3:49]. The yield is 0.403. (2) The reactants are [C:1]([C:5]1[CH:10]=[CH:9][C:8](Br)=[CH:7][CH:6]=1)([CH3:4])([CH3:3])[CH3:2].[CH3:12][NH:13][C:14]1[CH:19]=[CH:18][CH:17]=[CH:16][CH:15]=1.CC(C)([O-])C.[Na+]. The catalyst is C1(C)C=CC=CC=1.C1C=CC(/C=C/C(/C=C/C2C=CC=CC=2)=O)=CC=1.C1C=CC(/C=C/C(/C=C/C2C=CC=CC=2)=O)=CC=1.[Pd]. The product is [C:1]([C:5]1[CH:10]=[CH:9][C:8]([N:13]([CH3:12])[C:14]2[CH:19]=[CH:18][CH:17]=[CH:16][CH:15]=2)=[CH:7][CH:6]=1)([CH3:4])([CH3:3])[CH3:2]. The yield is 0.980. (3) The reactants are [O:1]1[CH2:6][CH2:5][O:4][C:3]2[CH:7]=[C:8]([NH2:11])[CH:9]=[CH:10][C:2]1=2.F[C:13]1[CH:18]=[CH:17][CH:16]=[CH:15][C:14]=1[N+:19]([O-:21])=[O:20].C(=O)([O-])[O-].[K+].[K+].O. The catalyst is CN1CCCC1=O. The product is [N+:19]([C:14]1[CH:15]=[CH:16][CH:17]=[CH:18][C:13]=1[NH:11][C:8]1[CH:9]=[CH:10][C:2]2[O:1][CH2:6][CH2:5][O:4][C:3]=2[CH:7]=1)([O-:21])=[O:20]. The yield is 0.660. (4) The reactants are [C:1]([NH2:5])([CH3:4])([CH3:3])[CH3:2].[Cl:6][C:7]1[S:8][C:9]([S:13](Cl)(=[O:15])=[O:14])=[C:10]([CH3:12])[N:11]=1. The catalyst is C([O-])(O)=O.[Na+].C(OCC)(=O)C. The product is [C:1]([NH:5][S:13]([C:9]1[S:8][C:7]([Cl:6])=[N:11][C:10]=1[CH3:12])(=[O:15])=[O:14])([CH3:4])([CH3:3])[CH3:2]. The yield is 0.790.